This data is from Reaction yield outcomes from USPTO patents with 853,638 reactions. The task is: Predict the reaction yield, written as a fraction of the theoretical maximum amount of product (1.0 means a 100% yield; for example, 0.34 means a 34% yield). (1) The reactants are [F:1][C:2]([F:6])([F:5])[CH2:3][OH:4].[Br:7][C:8]1[CH:9]=[N:10][CH:11]=[C:12](Br)[CH:13]=1. No catalyst specified. The product is [Br:7][C:8]1[CH:9]=[N:10][CH:11]=[C:12]([O:4][CH2:3][C:2]([F:6])([F:5])[F:1])[CH:13]=1. The yield is 0.700. (2) The reactants are [F:1][C:2]([F:7])([F:6])[C:3]([OH:5])=[O:4].[F:8][C:9]([F:14])([F:13])[C:10]([OH:12])=[O:11].FC(F)(F)C(O)=O.[Cl:22][C:23]1[CH:24]=[N:25][C:26]2[NH:27][C:28]3[CH:29]=[N:30][CH:31]=[C:32]([CH:53]=3)[CH2:33][CH2:34][C:35]3[CH:43]=[C:39]([NH:40][C:41]=1[N:42]=2)[CH:38]=[CH:37][C:36]=3[NH:44][C:45](=[O:52])[CH2:46][C@@H:47]1[CH2:51][CH2:50][NH:49][CH2:48]1.[CH3:54][C:55]1[O:59][N:58]=[CH:57][C:56]=1[C:60](Cl)=[O:61]. No catalyst specified. The product is [F:1][C:2]([F:7])([F:6])[C:3]([OH:5])=[O:4].[F:8][C:9]([F:14])([F:13])[C:10]([OH:12])=[O:11].[Cl:22][C:23]1[CH:24]=[N:25][C:26]2[NH:27][C:28]3[CH:29]=[N:30][CH:31]=[C:32]([CH:53]=3)[CH2:33][CH2:34][C:35]3[CH:43]=[C:39]([NH:40][C:41]=1[N:42]=2)[CH:38]=[CH:37][C:36]=3[NH:44][C:45](=[O:52])[CH2:46][C@@H:47]1[CH2:51][CH2:50][N:49]([C:60]([C:56]2[CH:57]=[N:58][O:59][C:55]=2[CH3:54])=[O:61])[CH2:48]1. The yield is 0.910. (3) The catalyst is C(O)(C)C. The yield is 0.710. The product is [N+:9]([C:12]1[S:16][C:15]([CH:17]=[N:1][C:2]2[S:3][CH:4]=[CH:5][C:6]=2[C:7]#[N:8])=[CH:14][CH:13]=1)([O-:11])=[O:10]. The reactants are [NH2:1][C:2]1[S:3][CH:4]=[CH:5][C:6]=1[C:7]#[N:8].[N+:9]([C:12]1[S:16][C:15]([CH:17]=O)=[CH:14][CH:13]=1)([O-:11])=[O:10].C(O)(C(F)(F)F)=O.